From a dataset of Peptide-MHC class I binding affinity with 185,985 pairs from IEDB/IMGT. Regression. Given a peptide amino acid sequence and an MHC pseudo amino acid sequence, predict their binding affinity value. This is MHC class I binding data. The peptide sequence is ELHNGFTGY. The MHC is HLA-A02:11 with pseudo-sequence HLA-A02:11. The binding affinity (normalized) is 0.0847.